From a dataset of Reaction yield outcomes from USPTO patents with 853,638 reactions. Predict the reaction yield, written as a fraction of the theoretical maximum amount of product (1.0 means a 100% yield; for example, 0.34 means a 34% yield). (1) The reactants are F[C:2]1[CH:7]=[C:6]([O:8][CH3:9])[CH:5]=[CH:4][C:3]=1[C:10]1[NH:19][C:18](=[O:20])[C:17]2[C:12](=[CH:13][C:14]([O:23][CH3:24])=[CH:15][C:16]=2[O:21][CH3:22])[N:11]=1.[CH3:25][NH:26][CH:27]1[CH2:32][CH2:31][N:30]([CH3:33])[CH2:29][CH2:28]1.C[Si]([N-][Si](C)(C)C)(C)C.[Li+]. The catalyst is C1COCC1.O. The product is [CH3:22][O:21][C:16]1[CH:15]=[C:14]([O:23][CH3:24])[CH:13]=[C:12]2[C:17]=1[C:18](=[O:20])[NH:19][C:10]([C:3]1[CH:4]=[CH:5][C:6]([O:8][CH3:9])=[CH:7][C:2]=1[N:26]([CH3:25])[CH:27]1[CH2:32][CH2:31][N:30]([CH3:33])[CH2:29][CH2:28]1)=[N:11]2. The yield is 0.410. (2) The reactants are [O-][O-].[Mg+2].[C:4]1([C:10]2[C:19]3[C:14](=[CH:15][CH:16]=[CH:17][CH:18]=3)[CH:13]([CH3:20])[CH2:12][N:11]=2)[CH:9]=[CH:8][CH:7]=[CH:6][CH:5]=1. The catalyst is C1C=CC=CC=1. The product is [C:4]1([C:10]2[C:19]3[C:14](=[CH:15][CH:16]=[CH:17][CH:18]=3)[C:13]([CH3:20])=[CH:12][N:11]=2)[CH:5]=[CH:6][CH:7]=[CH:8][CH:9]=1. The yield is 0.420. (3) The reactants are [CH2:1]([C:3]1[CH:4]([C:9]([O:11][CH2:12][CH3:13])=[O:10])[CH2:5][C:6](=[O:8])[CH:7]=1)[CH3:2]. The catalyst is [Pd].CCOC(C)=O. The product is [CH2:1]([CH:3]1[CH2:7][C:6](=[O:8])[CH2:5][CH:4]1[C:9]([O:11][CH2:12][CH3:13])=[O:10])[CH3:2]. The yield is 0.990. (4) The reactants are [Br:1][C:2]1[CH:6]=[N:5][N:4]([CH3:7])[C:3]=1[C:8]1[CH:19]=[C:18]([N+:20]([O-])=O)[CH:17]=[CH:16][C:9]=1[O:10][CH2:11][CH2:12][N:13]([CH3:15])[CH3:14].O.O.Cl[Sn]Cl. The catalyst is CCO. The product is [Br:1][C:2]1[CH:6]=[N:5][N:4]([CH3:7])[C:3]=1[C:8]1[CH:19]=[C:18]([NH2:20])[CH:17]=[CH:16][C:9]=1[O:10][CH2:11][CH2:12][N:13]([CH3:14])[CH3:15]. The yield is 0.560. (5) The reactants are [CH2:1]([O:8][C:9](=[O:25])[CH2:10][C@@H:11]([NH:17]C(OC(C)(C)C)=O)[C:12]([N:14]([CH3:16])[CH3:15])=O)[C:2]1[CH:7]=[CH:6][CH:5]=[CH:4][CH:3]=1.[ClH:26]. No catalyst specified. The product is [ClH:26].[ClH:26].[CH2:1]([O:8][C:9](=[O:25])[CH2:10][C@@H:11]([NH2:17])[CH2:12][N:14]([CH3:15])[CH3:16])[C:2]1[CH:7]=[CH:6][CH:5]=[CH:4][CH:3]=1. The yield is 0.870. (6) The reactants are [Br:1][C:2]1[C:10]2[C:9]([N:11]3[CH:16]4[CH2:17][CH2:18][CH:12]3[CH2:13][C:14](=O)[CH2:15]4)=[N:8][CH:7]=[N:6][C:5]=2[S:4][CH:3]=1.[CH:20]1([NH2:24])[CH2:23][CH2:22][CH2:21]1.C(O)C.C(O[BH-](OC(=O)C)OC(=O)C)(=O)C.[Na+]. The catalyst is C1(C)C=CC=CC=1. The product is [Br:1][C:2]1[C:10]2[C:9]([N:11]3[CH:16]4[CH2:17][CH2:18][CH:12]3[CH2:13][CH:14]([NH:24][CH:20]3[CH2:23][CH2:22][CH2:21]3)[CH2:15]4)=[N:8][CH:7]=[N:6][C:5]=2[S:4][CH:3]=1. The yield is 0.890. (7) The reactants are [OH:1][CH:2]1[C:11]2[C:6](=[CH:7][CH:8]=[CH:9][CH:10]=2)[S:5][C:4]2([CH2:16][CH2:15][N:14]([C:17]([C:19]3[CH:24]=[CH:23][C:22]([O:25][CH:26]([CH3:28])[CH3:27])=[C:21]([O:29][CH3:30])[CH:20]=3)=[O:18])[CH2:13][CH2:12]2)[CH2:3]1.[CH3:31][CH:32](O)[CH3:33].Cl.C([O-])(O)=O.[Na+]. The catalyst is O1CCOCC1. The product is [CH:26]([O:25][C:22]1[CH:23]=[CH:24][C:19]([C:17]([N:14]2[CH2:15][CH2:16][C:4]3([CH2:3][CH:2]([O:1][CH:32]([CH3:33])[CH3:31])[C:11]4[C:6](=[CH:7][CH:8]=[CH:9][CH:10]=4)[S:5]3)[CH2:12][CH2:13]2)=[O:18])=[CH:20][C:21]=1[O:29][CH3:30])([CH3:27])[CH3:28]. The yield is 0.200.